This data is from Peptide-MHC class I binding affinity with 185,985 pairs from IEDB/IMGT. The task is: Regression. Given a peptide amino acid sequence and an MHC pseudo amino acid sequence, predict their binding affinity value. This is MHC class I binding data. The peptide sequence is FHAVNSVFF. The binding affinity (normalized) is 0.418. The MHC is HLA-B39:01 with pseudo-sequence HLA-B39:01.